This data is from Catalyst prediction with 721,799 reactions and 888 catalyst types from USPTO. The task is: Predict which catalyst facilitates the given reaction. (1) Reactant: [C:1]([O:5][C:6]([NH:8][C:9]12[CH2:16][CH2:15][C:12]([C:17]([OH:19])=O)([CH2:13][CH2:14]1)[CH2:11][CH2:10]2)=[O:7])([CH3:4])([CH3:3])[CH3:2].ClC(Cl)(Cl)C#N.C1(P(C2C=CC=CC=2)C2C=CC=CC=2)C=CC=CC=1.[Cl:45][C:46]1[CH:53]=[CH:52][C:49]([NH:50][CH3:51])=[CH:48][CH:47]=1.C(O)(=O)CC(CC(O)=O)(C(O)=O)O. Product: [C:1]([O:5][C:6]([NH:8][C:9]12[CH2:16][CH2:15][C:12]([C:17]([N:50]([C:49]3[CH:52]=[CH:53][C:46]([Cl:45])=[CH:47][CH:48]=3)[CH3:51])=[O:19])([CH2:13][CH2:14]1)[CH2:11][CH2:10]2)=[O:7])([CH3:3])([CH3:2])[CH3:4]. The catalyst class is: 236. (2) Reactant: [F:1][CH2:2][C:3]([C:7]1[CH:11]=[C:10]([NH:12][C:13](=[O:21])OC2C=CC=CC=2)[O:9][N:8]=1)([CH3:6])[CH2:4][F:5].[CH3:22][O:23][C:24]1[CH:25]=[C:26]2[C:31](=[CH:32][C:33]=1[O:34][CH3:35])[N:30]=[CH:29][N:28]=[C:27]2[S:36][C:37]1[CH:38]=[C:39]([CH:41]=[CH:42][CH:43]=1)[NH2:40].C(N(CC)C(C)C)(C)C. Product: [F:5][CH2:4][C:3]([C:7]1[CH:11]=[C:10]([NH:12][C:13]([NH:40][C:39]2[CH:41]=[CH:42][CH:43]=[C:37]([S:36][C:27]3[C:26]4[C:31](=[CH:32][C:33]([O:34][CH3:35])=[C:24]([O:23][CH3:22])[CH:25]=4)[N:30]=[CH:29][N:28]=3)[CH:38]=2)=[O:21])[O:9][N:8]=1)([CH3:6])[CH2:2][F:1]. The catalyst class is: 1. (3) Reactant: [CH3:1][S:2]([OH:5])(=[O:4])=[O:3].[CH3:6][C:7]1[C:8]([CH2:14][O:15][C:16]2[CH:21]=[CH:20][C:19]([C:22]3[C:23](=[O:37])[C:24]([CH3:36])([CH3:35])[O:25][C:26]=3[C:27]3[CH:32]=[CH:31][C:30]([O:33][CH3:34])=[CH:29][CH:28]=3)=[CH:18][CH:17]=2)=[N:9][CH:10]=[C:11]([CH3:13])[CH:12]=1. Product: [CH3:1][S:2]([OH:5])(=[O:4])=[O:3].[CH3:6][C:7]1[C:8]([CH2:14][O:15][C:16]2[CH:17]=[CH:18][C:19]([C:22]3[C:23](=[O:37])[C:24]([CH3:35])([CH3:36])[O:25][C:26]=3[C:27]3[CH:32]=[CH:31][C:30]([O:33][CH3:34])=[CH:29][CH:28]=3)=[CH:20][CH:21]=2)=[N:9][CH:10]=[C:11]([CH3:13])[CH:12]=1. The catalyst class is: 343. (4) Reactant: [CH3:1][C:2]([CH3:7])([CH3:6])[C:3](Cl)=O.[CH3:8][C:9]1[N:14]=[C:13]([NH2:15])[CH:12]=[CH:11][CH:10]=1.C(=O)([O-])O.[Na+]. Product: [CH3:1][C:2]([CH3:7])([CH3:6])[CH2:3][NH:15][C:13]1[CH:12]=[CH:11][CH:10]=[C:9]([CH3:8])[N:14]=1. The catalyst class is: 44. (5) Reactant: [OH:1][C:2]1[CH:3]=[CH:4][C:5]([C:9]([O:11][CH3:12])=[O:10])=[N:6][C:7]=1[CH3:8].[H-].[Na+].FC(F)(F)S(O[CH2:21][CH2:22][O:23][C:24]([F:27])([F:26])[F:25])(=O)=O.O. Product: [CH3:8][C:7]1[N:6]=[C:5]([C:9]([O:11][CH3:12])=[O:10])[CH:4]=[CH:3][C:2]=1[O:1][CH2:21][CH2:22][O:23][C:24]([F:27])([F:26])[F:25]. The catalyst class is: 3.